This data is from Reaction yield outcomes from USPTO patents with 853,638 reactions. The task is: Predict the reaction yield, written as a fraction of the theoretical maximum amount of product (1.0 means a 100% yield; for example, 0.34 means a 34% yield). The reactants are CS(O[CH2:6][CH2:7][CH:8]1[CH2:13][CH2:12][O:11][CH2:10][CH2:9]1)(=O)=O.[Br-:14].[Li+]. The catalyst is CC(C)=O. The product is [Br:14][CH2:6][CH2:7][CH:8]1[CH2:13][CH2:12][O:11][CH2:10][CH2:9]1. The yield is 0.733.